Task: Predict the product of the given reaction.. Dataset: Forward reaction prediction with 1.9M reactions from USPTO patents (1976-2016) (1) Given the reactants II.[Mg].[C:4]([O:7][C:8]1[C:13]([CH:14](Br)[CH2:15][CH2:16]Br)=[CH:12][CH:11]=[CH:10][C:9]=1[Br:19])(=[O:6])[CH3:5].Cl, predict the reaction product. The product is: [C:4]([O:7][C:8]1[C:13]([CH:14]2[CH2:16][CH2:15]2)=[CH:12][CH:11]=[CH:10][C:9]=1[Br:19])(=[O:6])[CH3:5]. (2) Given the reactants [Cl:1][C:2]1[CH:10]=[CH:9][CH:8]=[C:7]([F:11])[C:3]=1[C:4]([OH:6])=O.[O:12]1[CH2:17][CH2:16][CH:15]([CH:18]([C:21]2[CH:22]=[N:23][C:24]([C:27]([F:30])([F:29])[F:28])=[CH:25][CH:26]=2)[CH2:19][NH2:20])[CH2:14][CH2:13]1, predict the reaction product. The product is: [Cl:1][C:2]1[CH:10]=[CH:9][CH:8]=[C:7]([F:11])[C:3]=1[C:4]([NH:20][CH2:19][CH:18]([CH:15]1[CH2:16][CH2:17][O:12][CH2:13][CH2:14]1)[C:21]1[CH:22]=[N:23][C:24]([C:27]([F:30])([F:28])[F:29])=[CH:25][CH:26]=1)=[O:6]. (3) Given the reactants Cl[C:2]1[C:11]2[C:6](=[CH:7][CH:8]=[C:9]([O:12][CH3:13])[CH:10]=2)[CH:5]=[N:4][N:3]=1.[NH2:14][CH:15]1[CH2:20][CH2:19][N:18]([CH2:21][C:22]2[CH:27]=[CH:26][CH:25]=[CH:24][CH:23]=2)[CH2:17][CH2:16]1.CC(C)([O-])C.[Na+].[Br-].[Li+].[OH-].[Na+], predict the reaction product. The product is: [CH2:21]([N:18]1[CH2:19][CH2:20][CH:15]([NH:14][C:2]2[C:11]3[C:6](=[CH:7][CH:8]=[C:9]([O:12][CH3:13])[CH:10]=3)[CH:5]=[N:4][N:3]=2)[CH2:16][CH2:17]1)[C:22]1[CH:23]=[CH:24][CH:25]=[CH:26][CH:27]=1. (4) Given the reactants C[C:2]1(C)[C:14](=[CH2:15])[C:13](=[O:16])[C:12]2[C:11]3[C:6](=[CH:7][CH:8]=[CH:9][CH:10]=3)[N:5]([CH2:17][C:18]3[CH:27]=[CH:26][C:21]([C:22]([O:24][CH3:25])=[O:23])=[CH:20][CH:19]=3)[C:4]=2[CH2:3]1.[F:29][C:30]1[CH:35]=[CH:34][C:33]([N:36]2[CH2:41][CH2:40][NH:39][CH2:38][CH2:37]2)=[CH:32][CH:31]=1, predict the reaction product. The product is: [F:29][C:30]1[CH:31]=[CH:32][C:33]([N:36]2[CH2:41][CH2:40][N:39]([CH2:15][CH:14]3[C:13](=[O:16])[C:12]4[C:11]5[C:6](=[CH:7][CH:8]=[CH:9][CH:10]=5)[N:5]([CH2:17][C:18]5[CH:27]=[CH:26][C:21]([C:22]([O:24][CH3:25])=[O:23])=[CH:20][CH:19]=5)[C:4]=4[CH2:3][CH2:2]3)[CH2:38][CH2:37]2)=[CH:34][CH:35]=1.